This data is from Reaction yield outcomes from USPTO patents with 853,638 reactions. The task is: Predict the reaction yield, written as a fraction of the theoretical maximum amount of product (1.0 means a 100% yield; for example, 0.34 means a 34% yield). (1) The reactants are [F:1][C:2]1[CH:12]=[CH:11][C:10]2=[C:13]3[C:3]=1[O:4][CH2:5][CH2:6][N:7]3[C:8]([CH:14]([NH2:16])[CH3:15])=[N:9]2.Cl[C:18]1[N:26]=[CH:25][N:24]=[C:23]2[C:19]=1[N:20]=[CH:21][N:22]2[CH:27]1[CH2:32][CH2:31][CH2:30][CH2:29][O:28]1.CCN(C(C)C)C(C)C. The catalyst is CC(O)C. The product is [F:1][C:2]1[CH:12]=[CH:11][C:10]2=[C:13]3[C:3]=1[O:4][CH2:5][CH2:6][N:7]3[C:8]([CH:14]([NH:16][C:18]1[N:26]=[CH:25][N:24]=[C:23]3[C:19]=1[N:20]=[CH:21][N:22]3[CH:27]1[CH2:32][CH2:31][CH2:30][CH2:29][O:28]1)[CH3:15])=[N:9]2. The yield is 0.820. (2) The catalyst is C1COCC1. The yield is 0.830. The reactants are [CH3:1][Mg+].[Br-].CON(C)[C:7]([C:9]1[C:14](=[O:15])[C:13]([CH2:16][O:17][CH3:18])=[CH:12][N:11]([C:19]2[CH:24]=[CH:23][CH:22]=[C:21]([C:25]([F:28])([F:27])[F:26])[CH:20]=2)[N:10]=1)=[O:8]. The product is [C:7]([C:9]1[C:14](=[O:15])[C:13]([CH2:16][O:17][CH3:18])=[CH:12][N:11]([C:19]2[CH:24]=[CH:23][CH:22]=[C:21]([C:25]([F:26])([F:28])[F:27])[CH:20]=2)[N:10]=1)(=[O:8])[CH3:1]. (3) The reactants are [OH-].[K+].[OH:3][C:4]1[CH:9]=[CH:8][CH:7]=[CH:6][C:5]=1[C:10](=[O:12])[CH3:11].C(OP([C:21](Br)([F:23])[F:22])(=O)OCC)C. The catalyst is C(#N)C.O. The product is [F:22][CH:21]([F:23])[O:3][C:4]1[CH:9]=[CH:8][CH:7]=[CH:6][C:5]=1[C:10](=[O:12])[CH3:11]. The yield is 0.920. (4) The reactants are [CH3:1][C:2]1[CH:18]=[C:5]2[N:6]=[C:7]([NH:16][NH2:17])[CH:8]=[C:9]([N:10]3[CH2:15][CH2:14][O:13][CH2:12][CH2:11]3)[N:4]2[N:3]=1.C(O)(=O)C.[CH3:23][C:24]1[CH:25]=[C:26]([CH:29]=[CH:30][CH:31]=1)[CH:27]=O. The catalyst is C(O)C. The product is [CH3:23][C:24]1[CH:25]=[C:26]([CH:29]=[CH:30][CH:31]=1)[CH:27]=[N:17][NH:16][C:7]1[CH:8]=[C:9]([N:10]2[CH2:11][CH2:12][O:13][CH2:14][CH2:15]2)[N:4]2[N:3]=[C:2]([CH3:1])[CH:18]=[C:5]2[N:6]=1. The yield is 0.850. (5) The reactants are [CH2:1]1[C:9]2[C:4](=[CH:5][CH:6]=[CH:7][CH:8]=2)[CH2:3][CH:2]1[CH2:10][C:11]([OH:13])=[O:12].S(Cl)(Cl)=O.[CH3:18]O. No catalyst specified. The product is [CH3:18][O:12][C:11](=[O:13])[CH2:10][CH:2]1[CH2:1][C:9]2[C:4](=[CH:5][CH:6]=[CH:7][CH:8]=2)[CH2:3]1. The yield is 0.970. (6) The reactants are Cl.[CH:2]([C:5]1[CH:10]=[CH:9][C:8]([CH:11]2[C:15]3([CH2:20][CH2:19][NH:18][CH2:17][CH2:16]3)[O:14][C:13]3[C:21]([CH3:27])=[C:22]([CH3:26])[CH:23]=[C:24]([CH3:25])[C:12]2=3)=[CH:7][CH:6]=1)([CH3:4])[CH3:3].C=O.[C:30]([BH3-])#N.[Na+]. The catalyst is C(#N)C. The product is [CH:2]([C:5]1[CH:10]=[CH:9][C:8]([CH:11]2[C:15]3([CH2:16][CH2:17][N:18]([CH3:30])[CH2:19][CH2:20]3)[O:14][C:13]3[C:21]([CH3:27])=[C:22]([CH3:26])[CH:23]=[C:24]([CH3:25])[C:12]2=3)=[CH:7][CH:6]=1)([CH3:4])[CH3:3]. The yield is 0.400. (7) The reactants are [CH3:1][O:2][C:3]([C:5]1[C:6]([CH3:12])=[N+:7]([O-])[CH:8]=[CH:9][N:10]=1)=[O:4].P(Cl)(Cl)([Cl:15])=O. The catalyst is CN(C=O)C. The product is [Cl:15][C:8]1[N:7]=[C:6]([CH3:12])[C:5]([C:3]([O:2][CH3:1])=[O:4])=[N:10][CH:9]=1. The yield is 0.220. (8) The reactants are [H-].[Na+].[CH3:3][O:4][C:5]1[CH:21]=[CH:20][C:8]([CH2:9][N:10]2[C:14]3[N:15]=[CH:16][CH:17]=[C:18](O)[C:13]=3[CH:12]=[N:11]2)=[CH:7][CH:6]=1.FC(F)(F)S(N(C1C=CC=CC=1)S(C(F)(F)F)(=O)=O)(=O)=O.[N:43]1([C:49]([O:51][C:52]([CH3:55])([CH3:54])[CH3:53])=[O:50])[CH2:48][CH2:47][NH:46][CH2:45][CH2:44]1.[NH4+].[Cl-]. The catalyst is CN(C=O)C. The product is [CH3:3][O:4][C:5]1[CH:21]=[CH:20][C:8]([CH2:9][N:10]2[C:14]3=[N:15][CH:16]=[CH:17][C:18]([N:46]4[CH2:45][CH2:44][N:43]([C:49]([O:51][C:52]([CH3:55])([CH3:54])[CH3:53])=[O:50])[CH2:48][CH2:47]4)=[C:13]3[CH:12]=[N:11]2)=[CH:7][CH:6]=1. The yield is 0.990.